Dataset: Forward reaction prediction with 1.9M reactions from USPTO patents (1976-2016). Task: Predict the product of the given reaction. Given the reactants [N:1]1[C:10]2[C:5](=[CH:6][C:7]([OH:11])=[CH:8][CH:9]=2)[CH:4]=[CH:3][CH:2]=1.[CH2:12]([O:19][C:20]1[CH:25]=[CH:24][C:23]([CH2:26]Cl)=[CH:22][CH:21]=1)[C:13]1[CH:18]=[CH:17][CH:16]=[CH:15][CH:14]=1.CC(C)([O-])C.[K+], predict the reaction product. The product is: [CH2:12]([O:19][C:20]1[CH:21]=[CH:22][C:23]([CH2:26][O:11][C:7]2[CH:6]=[C:5]3[C:10](=[CH:9][CH:8]=2)[N:1]=[CH:2][CH:3]=[CH:4]3)=[CH:24][CH:25]=1)[C:13]1[CH:14]=[CH:15][CH:16]=[CH:17][CH:18]=1.